From a dataset of Forward reaction prediction with 1.9M reactions from USPTO patents (1976-2016). Predict the product of the given reaction. (1) The product is: [CH2:5]([O:6][CH:7]1[CH2:11][CH2:10][CH2:9][CH:8]1[OH:27])[C:17]1[CH:22]=[CH:21][CH:20]=[CH:19][CH:18]=1. Given the reactants [H-].[Na+].CO[CH2:5][O:6][CH:7]1[CH2:11][CH2:10][CH2:9][C:8]1(NC)C#N.C(Br)[C:17]1[CH:22]=[CH:21][CH:20]=[CH:19][CH:18]=1.C1C[O:27]CC1, predict the reaction product. (2) Given the reactants [NH2:1][CH2:2][C:3]1[CH:4]=[CH:5][C:6]([CH2:11][N:12]([CH2:23][C:24]2[C:29]([CH3:30])=[CH:28][C:27]([CH3:31])=[CH:26][N:25]=2)[CH:13]2[C:22]3[N:21]=[CH:20][CH:19]=[CH:18][C:17]=3[CH2:16][CH2:15][CH2:14]2)=[C:7]([CH2:9][OH:10])[CH:8]=1.[CH3:32][O:33][C:34](=[O:37])[CH2:35]Br.CCN(C(C)C)C(C)C, predict the reaction product. The product is: [CH3:32][O:33][C:34](=[O:37])[CH2:35][NH:1][CH2:2][C:3]1[CH:4]=[CH:5][C:6]([CH2:11][N:12]([CH2:23][C:24]2[C:29]([CH3:30])=[CH:28][C:27]([CH3:31])=[CH:26][N:25]=2)[CH:13]2[C:22]3[N:21]=[CH:20][CH:19]=[CH:18][C:17]=3[CH2:16][CH2:15][CH2:14]2)=[C:7]([CH2:9][OH:10])[CH:8]=1. (3) Given the reactants [Cl:1][C:2]1[CH:3]=[CH:4][C:5]2[NH:11][C:10]3[CH:12]=[CH:13][CH:14]=[CH:15][C:9]=3[C:8](=O)[NH:7][C:6]=2[CH:17]=1.[CH3:18][NH:19][CH2:20][CH2:21][NH2:22], predict the reaction product. The product is: [Cl:1][C:2]1[CH:3]=[CH:4][C:5]2[NH:11][C:10]3[CH:12]=[CH:13][CH:14]=[CH:15][C:9]=3[C:8]([NH:22][CH2:21][CH2:20][NH:19][CH3:18])=[N:7][C:6]=2[CH:17]=1. (4) Given the reactants [NH2:1][C:2](=[O:44])[CH2:3][C:4]1[CH:43]=[CH:42][CH:41]=[CH:40][C:5]=1[CH2:6][CH2:7][C:8]1[C:13]([C:14]([F:17])([F:16])[F:15])=[CH:12][N:11]=[C:10]([NH:18][C:19]2[CH:24]=[CH:23][C:22]([CH:25]3[CH2:30][CH2:29][N:28](C(OC(C)(C)C)=O)[CH2:27][CH2:26]3)=[CH:21][C:20]=2[CH2:38][CH3:39])[N:9]=1.C(O)(C(F)(F)F)=O, predict the reaction product. The product is: [CH2:38]([C:20]1[CH:21]=[C:22]([CH:25]2[CH2:26][CH2:27][NH:28][CH2:29][CH2:30]2)[CH:23]=[CH:24][C:19]=1[NH:18][C:10]1[N:9]=[C:8]([CH2:7][CH2:6][C:5]2[CH:40]=[CH:41][CH:42]=[CH:43][C:4]=2[CH2:3][C:2]([NH2:1])=[O:44])[C:13]([C:14]([F:17])([F:16])[F:15])=[CH:12][N:11]=1)[CH3:39]. (5) Given the reactants [CH3:1][NH:2][NH:3][C:4]([C:6]1[C:11]([C:12]([F:15])([F:14])[F:13])=[CH:10][CH:9]=[CH:8][N:7]=1)=[NH:5].[CH3:16][O:17][C:18]1[CH:19]=[CH:20][C:21]([OH:26])=[C:22]([CH:25]=1)[CH:23]=O, predict the reaction product. The product is: [CH3:16][O:17][C:18]1[CH:19]=[CH:20][C:21]([OH:26])=[C:22]([C:23]2[N:2]([CH3:1])[N:3]=[C:4]([C:6]3[C:11]([C:12]([F:13])([F:14])[F:15])=[CH:10][CH:9]=[CH:8][N:7]=3)[N:5]=2)[CH:25]=1. (6) Given the reactants CO[C:3](=[O:8])[C:4]([O:6][CH3:7])=[O:5].C[O-].[Na+].[CH3:12][S:13][C:14]1[CH:19]=[CH:18][C:17]([C:20](=[O:22])[CH3:21])=[CH:16][CH:15]=1.Cl, predict the reaction product. The product is: [OH:8]/[C:3](=[CH:21]\[C:20](=[O:22])[C:17]1[CH:18]=[CH:19][C:14]([S:13][CH3:12])=[CH:15][CH:16]=1)/[C:4]([O:6][CH3:7])=[O:5]. (7) Given the reactants S(=O)(=O)(O)O.C[O:7][CH:8](OC)[C:9]1[C:13]2[CH2:14][CH2:15][CH2:16][C:12]=2[N:11]([C:17]2[CH:24]=[CH:23][C:20]([C:21]#[N:22])=[CH:19][C:18]=2[C:25]([F:28])([F:27])[F:26])[N:10]=1, predict the reaction product. The product is: [CH:8]([C:9]1[C:13]2[CH2:14][CH2:15][CH2:16][C:12]=2[N:11]([C:17]2[CH:24]=[CH:23][C:20]([C:21]#[N:22])=[CH:19][C:18]=2[C:25]([F:28])([F:26])[F:27])[N:10]=1)=[O:7].